From a dataset of hERG Central: cardiac toxicity at 1µM, 10µM, and general inhibition. Predict hERG channel inhibition at various concentrations. The drug is CCCC(c1nnnn1Cc1ccc(F)cc1)N1CCN(C2CCCCC2)CC1.Cl. Results: hERG_inhib (hERG inhibition (general)): blocker.